Dataset: Peptide-MHC class I binding affinity with 185,985 pairs from IEDB/IMGT. Task: Regression. Given a peptide amino acid sequence and an MHC pseudo amino acid sequence, predict their binding affinity value. This is MHC class I binding data. (1) The peptide sequence is STFDLYVYR. The MHC is HLA-B15:01 with pseudo-sequence HLA-B15:01. The binding affinity (normalized) is 0.0847. (2) The peptide sequence is LAVFPAMFW. The MHC is HLA-A26:01 with pseudo-sequence HLA-A26:01. The binding affinity (normalized) is 0.0847. (3) The peptide sequence is GIILLILSCI. The MHC is HLA-A02:06 with pseudo-sequence HLA-A02:06. The binding affinity (normalized) is 0.374. (4) The binding affinity (normalized) is 0.898. The peptide sequence is FLKDVMVEI. The MHC is HLA-A02:01 with pseudo-sequence HLA-A02:01. (5) The peptide sequence is EVIPMFSAL. The MHC is HLA-A31:01 with pseudo-sequence HLA-A31:01. The binding affinity (normalized) is 0.158.